From a dataset of Peptide-MHC class I binding affinity with 185,985 pairs from IEDB/IMGT. Regression. Given a peptide amino acid sequence and an MHC pseudo amino acid sequence, predict their binding affinity value. This is MHC class I binding data. (1) The MHC is HLA-A69:01 with pseudo-sequence HLA-A69:01. The binding affinity (normalized) is 0.0847. The peptide sequence is NPDIVIYQY. (2) The peptide sequence is GMKAFTAAV. The MHC is HLA-A03:01 with pseudo-sequence HLA-A03:01. The binding affinity (normalized) is 0.0847. (3) The peptide sequence is EYPIIGDEL. The MHC is HLA-A23:01 with pseudo-sequence HLA-A23:01. The binding affinity (normalized) is 0.104. (4) The peptide sequence is FLRGRAYGL. The MHC is HLA-A24:03 with pseudo-sequence HLA-A24:03. The binding affinity (normalized) is 0.474. (5) The peptide sequence is RVMPVFAFK. The MHC is HLA-B15:01 with pseudo-sequence HLA-B15:01. The binding affinity (normalized) is 0.213. (6) The peptide sequence is LIKTILASY. The MHC is HLA-A03:01 with pseudo-sequence HLA-A03:01. The binding affinity (normalized) is 0.414.